This data is from Forward reaction prediction with 1.9M reactions from USPTO patents (1976-2016). The task is: Predict the product of the given reaction. (1) Given the reactants C([O-])([O-])=O.[Cs+].[Cs+].[NH:7]1[CH2:11][CH2:10][C@H:9]([NH:12][C:13](=[O:19])[O:14][C:15]([CH3:18])([CH3:17])[CH3:16])[CH2:8]1.I[C:21]1[CH:26]=[CH:25][CH:24]=[CH:23][CH:22]=1, predict the reaction product. The product is: [C:21]1([N:7]2[CH2:11][CH2:10][C@H:9]([NH:12][C:13](=[O:19])[O:14][C:15]([CH3:16])([CH3:18])[CH3:17])[CH2:8]2)[CH:26]=[CH:25][CH:24]=[CH:23][CH:22]=1. (2) Given the reactants Cl[C:2]1[CH:7]=[CH:6][N:5]=[C:4]([CH2:8][O:9][C:10](=[O:16])[CH2:11][CH2:12][CH2:13][CH2:14][CH3:15])[N:3]=1.[CH2:17]([O:19][C:20]([C:22]1[C:23]2[CH:30]=[CH:29][C:28]([OH:31])=[CH:27][C:24]=2[S:25][CH:26]=1)=[O:21])[CH3:18].[O-]P([O-])([O-])=O.[K+].[K+].[K+], predict the reaction product. The product is: [CH2:17]([O:19][C:20]([C:22]1[C:23]2[CH:30]=[CH:29][C:28]([O:31][C:2]3[CH:7]=[CH:6][N:5]=[C:4]([CH2:8][O:9][C:10](=[O:16])[CH2:11][CH2:12][CH2:13][CH2:14][CH3:15])[N:3]=3)=[CH:27][C:24]=2[S:25][CH:26]=1)=[O:21])[CH3:18]. (3) The product is: [C:26]([C:30]1[CH:31]=[C:32]([NH:71][S:72]([CH3:75])(=[O:74])=[O:73])[C:33]([O:69][CH3:70])=[C:34]([NH:36][C:37](=[O:68])[NH:38][C:39]2[C:48]3[C:43](=[CH:44][CH:45]=[CH:46][CH:47]=3)[C:42]([O:49][C:50]3[CH:55]=[CH:54][N:53]=[C:52]([NH:56][C:57]4[CH:65]=[CH:64][C:60]([C:61]([NH:76][CH2:77][CH2:78][N+:79]5([O-:85])[CH2:84][CH2:83][O:82][CH2:81][CH2:80]5)=[O:62])=[C:59]([O:66][CH3:67])[CH:58]=4)[CH:51]=3)=[CH:41][CH:40]=2)[CH:35]=1)([CH3:27])([CH3:29])[CH3:28]. Given the reactants CN(C(ON1N=NC2C=CC=NC1=2)=[N+](C)C)C.F[P-](F)(F)(F)(F)F.Cl.[C:26]([C:30]1[CH:31]=[C:32]([NH:71][S:72]([CH3:75])(=[O:74])=[O:73])[C:33]([O:69][CH3:70])=[C:34]([NH:36][C:37](=[O:68])[NH:38][C:39]2[C:48]3[C:43](=[CH:44][CH:45]=[CH:46][CH:47]=3)[C:42]([O:49][C:50]3[CH:55]=[CH:54][N:53]=[C:52]([NH:56][C:57]4[CH:65]=[CH:64][C:60]([C:61](O)=[O:62])=[C:59]([O:66][CH3:67])[CH:58]=4)[CH:51]=3)=[CH:41][CH:40]=2)[CH:35]=1)([CH3:29])([CH3:28])[CH3:27].[NH2:76][CH2:77][CH2:78][N+:79]1([O-:85])[CH2:84][CH2:83][O:82][CH2:81][CH2:80]1.CCN(C(C)C)C(C)C, predict the reaction product. (4) Given the reactants Cl[C:2]1[N:11]=[C:10](Cl)[C:9]2[C:4](=[CH:5][CH:6]=[CH:7][CH:8]=2)[N:3]=1.[NH2:13][C:14]1[CH:21]=[CH:20][C:17]([CH2:18][NH2:19])=[CH:16][CH:15]=1.[F:22][C:23]([F:35])([F:34])[O:24][C:25]1[CH:33]=[CH:32][C:28]([C:29](Cl)=[O:30])=[CH:27][CH:26]=1.[CH3:36][NH2:37], predict the reaction product. The product is: [CH3:36][NH:37][C:2]1[N:11]=[C:10]([NH:19][CH2:18][C:17]2[CH:20]=[CH:21][C:14]([NH:13][C:29](=[O:30])[C:28]3[CH:32]=[CH:33][C:25]([O:24][C:23]([F:35])([F:34])[F:22])=[CH:26][CH:27]=3)=[CH:15][CH:16]=2)[C:9]2[C:4](=[CH:5][CH:6]=[CH:7][CH:8]=2)[N:3]=1. (5) Given the reactants [Cl-].[CH3:2][O:3][C:4]1[CH:10]=[CH:9][C:8]([C:11]2[C:17]3[CH:18]=[C:19]([O:26][CH3:27])[C:20]([O:24][CH3:25])=[C:21]([O:22][CH3:23])[C:16]=3[O:15][CH2:14][C:13](=[O:28])[CH:12]=2)=[CH:7][C:5]=1[NH3+:6].[C:29]([NH:36][C@H:37]([C:42](O)=[O:43])[CH2:38][CH:39]([CH3:41])[CH3:40])([O:31][C:32]([CH3:35])([CH3:34])[CH3:33])=[O:30].CN(C)CCCN=C=NCC.CN(C1C=CC=CN=1)C, predict the reaction product. The product is: [C:29](=[O:30])([O-:31])[NH2:36].[CH3:2][O:3][C:4]1[CH:10]=[CH:9][C:8]([C:11]2[C:17]3[CH:18]=[C:19]([O:26][CH3:27])[C:20]([O:24][CH3:25])=[C:21]([O:22][CH3:23])[C:16]=3[O:15][CH2:14][C:13](=[O:28])[CH:12]=2)=[CH:7][C:5]=1[NH:6][C:42]([CH:37]([NH:36][C:29](=[O:30])[O:31][C:32]([CH3:33])([CH3:35])[CH3:34])[CH2:38][CH:39]([CH3:41])[CH3:40])=[O:43].